Dataset: Full USPTO retrosynthesis dataset with 1.9M reactions from patents (1976-2016). Task: Predict the reactants needed to synthesize the given product. (1) Given the product [Cl:28][C:29]1[CH:30]=[C:31]([CH:34]=[C:35]([O:43][CH2:44][CH3:45])[C:36]=1[O:37][CH:38]1[CH2:42][CH2:41][CH2:40][CH2:39]1)[CH2:19][N:17]1[CH2:16][C:15]2([CH2:26][C:12]([N:9]3[CH2:10][CH2:11][C:6]([CH3:27])([C:4]([O:3][CH2:1][CH3:2])=[O:5])[CH2:7][CH2:8]3)=[N:13][O:14]2)[CH2:18]1, predict the reactants needed to synthesize it. The reactants are: [CH2:1]([O:3][C:4]([C:6]1([CH3:27])[CH2:11][CH2:10][N:9]([C:12]2[CH2:26][C:15]3([CH2:18][N:17]([C:19](OC(C)(C)C)=O)[CH2:16]3)[O:14][N:13]=2)[CH2:8][CH2:7]1)=[O:5])[CH3:2].[Cl:28][C:29]1[CH:30]=[C:31]([CH:34]=[C:35]([O:43][CH2:44][CH3:45])[C:36]=1[O:37][CH:38]1[CH2:42][CH2:41][CH2:40][CH2:39]1)C=O. (2) Given the product [CH3:14][O:13][C:3]1[CH:4]=[C:5]([CH:11]=[CH:12][C:2]=1[O:1][CH2:24][CH2:23][NH2:22])[C:6]([O:8][CH2:9][CH3:10])=[O:7], predict the reactants needed to synthesize it. The reactants are: [OH:1][C:2]1[CH:12]=[CH:11][C:5]([C:6]([O:8][CH2:9][CH3:10])=[O:7])=[CH:4][C:3]=1[O:13][CH3:14].C([NH:22][CH2:23][CH2:24]O)(OC(C)(C)C)=O.C1C=CC(P(C2C=CC=CC=2)C2C=CC=CC=2)=CC=1.CC(OC(/N=N/C(OC(C)C)=O)=O)C. (3) The reactants are: [CH:1]1[C:11]2[CH2:10][CH2:9][C:8]3[CH:12]=[CH:13][CH:14]=[CH:15][C:7]=3[C:6](=[CH:16][C:17]3[CH:18]=[C:19]([CH:22]=[CH:23][CH:24]=3)[C:20]#[N:21])[C:5]=2[CH:4]=[CH:3][CH:2]=1.[H-].[Al+3].[Li+].[H-].[H-].[H-]. Given the product [CH:12]1[C:8]2[CH2:9][CH2:10][C:11]3[CH:1]=[CH:2][CH:3]=[CH:4][C:5]=3[C:6](=[CH:16][C:17]3[CH:18]=[C:19]([CH:22]=[CH:23][CH:24]=3)[CH2:20][NH2:21])[C:7]=2[CH:15]=[CH:14][CH:13]=1, predict the reactants needed to synthesize it. (4) Given the product [Cl:3][CH2:4][C:5]([NH:7][C@@H:8]1[CH2:17][CH2:16][C:15]2[C:10](=[CH:11][CH:12]=[CH:13][CH:14]=2)[C@H:9]1[OH:18])=[O:6], predict the reactants needed to synthesize it. The reactants are: [BH4-].[Na+].[Cl:3][CH2:4][C:5]([NH:7][CH:8]1[CH2:17][CH2:16][C:15]2[C:10](=[CH:11][CH:12]=[CH:13][CH:14]=2)[C:9]1=[O:18])=[O:6].O.Cl.